This data is from Full USPTO retrosynthesis dataset with 1.9M reactions from patents (1976-2016). The task is: Predict the reactants needed to synthesize the given product. (1) The reactants are: C(=O)([O-])[O-].[Cs+].[Cs+].I[C:8]1[CH:15]=[CH:14][C:11]([CH2:12][OH:13])=[CH:10][CH:9]=1.[C:16]([C:19]1[CH:24]=[CH:23][C:22]([NH:25][C:26](=[O:29])[C:27]#[CH:28])=[CH:21][CH:20]=1)#[C:17][CH3:18]. Given the product [C:16]([C:19]1[CH:24]=[CH:23][C:22]([NH:25][C:26](=[O:29])[C:27]#[C:28][C:8]2[CH:15]=[CH:14][C:11]([CH2:12][OH:13])=[CH:10][CH:9]=2)=[CH:21][CH:20]=1)#[C:17][CH3:18], predict the reactants needed to synthesize it. (2) Given the product [OH:1][C:2]1([C:15]2[CH:16]=[CH:17][C:18]([O:21][CH2:23][C:24]#[N:25])=[CH:19][CH:20]=2)[CH2:7][CH2:6][CH2:5][CH2:4][CH:3]1[NH:8][S:9]([CH:12]([CH3:14])[CH3:13])(=[O:11])=[O:10], predict the reactants needed to synthesize it. The reactants are: [OH:1][C:2]1([C:15]2[CH:20]=[CH:19][C:18]([OH:21])=[CH:17][CH:16]=2)[CH2:7][CH2:6][CH2:5][CH2:4][CH:3]1[NH:8][S:9]([CH:12]([CH3:14])[CH3:13])(=[O:11])=[O:10].Br[CH2:23][C:24]#[N:25].C(=O)([O-])[O-].[K+].[K+]. (3) The reactants are: [F:1][C:2]1[CH:7]=[C:6]([CH:8]=[CH:9][N+:10]([O-])=O)[CH:5]=[CH:4][C:3]=1[O:13][CH3:14].[H-].[Al+3].[Li+].[H-].[H-].[H-]. Given the product [F:1][C:2]1[CH:7]=[C:6]([CH2:8][CH2:9][NH2:10])[CH:5]=[CH:4][C:3]=1[O:13][CH3:14], predict the reactants needed to synthesize it.